Dataset: Full USPTO retrosynthesis dataset with 1.9M reactions from patents (1976-2016). Task: Predict the reactants needed to synthesize the given product. (1) The reactants are: [F:1][C:2]([F:7])([F:6])[C:3](O)=O.[Cl:8][C:9]1[CH:14]=[CH:13][C:12]([C:15]2([C:39]#[N:40])[CH:19]([CH2:20][C:21]([CH3:24])([CH3:23])[CH3:22])[NH:18][CH:17]([C:25](O)=[O:26])[CH:16]2[C:28]2[CH:33]=[CH:32][C:31](C(F)(F)F)=[C:30]([Cl:38])[CH:29]=2)=C(F)[CH:10]=1.CC1(C)[O:47][C@@H:46]([CH2:48][CH2:49][NH2:50])[CH2:45][O:44]1.CN(C(ON1N=NC2C=CC=NC1=2)=[N+](C)C)C.[F:69][P-](F)(F)(F)(F)F.CCN(C(C)C)C(C)C.Cl. Given the product [OH:47][C@H:46]([CH2:45][OH:44])[CH2:48][CH2:49][NH:50][C:25]([CH:17]1[CH:16]([C:28]2[CH:33]=[CH:32][C:31]([F:69])=[C:30]([Cl:38])[CH:29]=2)[C:15]([C:12]2[CH:13]=[CH:14][C:9]([Cl:8])=[CH:10][C:3]=2[C:2]([F:7])([F:6])[F:1])([C:39]#[N:40])[CH:19]([CH2:20][C:21]([CH3:23])([CH3:24])[CH3:22])[NH:18]1)=[O:26], predict the reactants needed to synthesize it. (2) Given the product [CH3:56][C:51]1[CH:52]=[CH:53][CH:54]=[CH:55][C:50]=1[NH:49][C:22](=[O:24])[CH2:21][O:20][C:19]1[CH:25]=[CH:26][C:16]([O:15][C:6]2[C:5]3[C:10](=[CH:11][C:12]([O:13][CH3:14])=[C:3]([O:2][CH3:1])[CH:4]=3)[N:9]=[CH:8][CH:7]=2)=[CH:17][CH:18]=1, predict the reactants needed to synthesize it. The reactants are: [CH3:1][O:2][C:3]1[CH:4]=[C:5]2[C:10](=[CH:11][C:12]=1[O:13][CH3:14])[N:9]=[CH:8][CH:7]=[C:6]2[O:15][C:16]1[CH:26]=[CH:25][C:19]([O:20][CH2:21][C:22]([OH:24])=O)=[CH:18][CH:17]=1.CCN=C=NCCCN(C)C.Cl.C1C=CC2N(O)N=NC=2C=1.[NH2:49][C:50]1[C:51]([CH3:56])=[CH:52][CH:53]=[CH:54][CH:55]=1.C(=O)([O-])O.[Na+].